From a dataset of Forward reaction prediction with 1.9M reactions from USPTO patents (1976-2016). Predict the product of the given reaction. (1) Given the reactants Cl[C:2]1[C:3]([O:7][CH2:8][C:9]2[CH:14]=[CH:13][N:12]=[CH:11][CH:10]=2)=[N:4][S:5][N:6]=1.[C:15]1([N:21]2[CH2:26][CH2:25][NH:24][CH2:23][CH2:22]2)[CH:20]=[CH:19][CH:18]=[CH:17][CH:16]=1, predict the reaction product. The product is: [C:15]1([N:21]2[CH2:26][CH2:25][N:24]([C:2]3[C:3]([O:7][CH2:8][C:9]4[CH:14]=[CH:13][N:12]=[CH:11][CH:10]=4)=[N:4][S:5][N:6]=3)[CH2:23][CH2:22]2)[CH:20]=[CH:19][CH:18]=[CH:17][CH:16]=1. (2) Given the reactants [Cl:1][C:2]1[CH:3]=[C:4]([C@H:9]2[C@@H:15](CO)[O:14][CH2:13][CH2:12][N:11]([C:18]([O:20][C:21]([CH3:24])([CH3:23])[CH3:22])=[O:19])[CH2:10]2)[CH:5]=[CH:6][C:7]=1[Cl:8].C(N([CH2:30][CH3:31])CC)C.[CH3:32][S:33](Cl)(=O)=O.[OH2:37], predict the reaction product. The product is: [C:30]([S:33][CH2:32][C@H:15]1[O:14][CH2:13][CH2:12][N:11]([C:18]([O:20][C:21]([CH3:22])([CH3:23])[CH3:24])=[O:19])[CH2:10][C@H:9]1[C:4]1[CH:5]=[CH:6][C:7]([Cl:8])=[C:2]([Cl:1])[CH:3]=1)(=[O:37])[CH3:31]. (3) Given the reactants C(OC(=O)[NH:7][C@@H:8]1[CH2:19][C@H:11]2[CH2:12][N:13]([C:15](=[O:18])[NH:16][CH3:17])[CH2:14][C@@:10]2([C:20]([N:22]2[CH2:31][CH2:30][C:29]3[N:28]=[CH:27][C:26]([C:32]([F:35])([F:34])[F:33])=[CH:25][C:24]=3[CH2:23]2)=[O:21])[CH2:9]1)(C)(C)C, predict the reaction product. The product is: [NH2:7][C@@H:8]1[CH2:19][C@H:11]2[CH2:12][N:13]([C:15]([NH:16][CH3:17])=[O:18])[CH2:14][C@@:10]2([C:20]([N:22]2[CH2:31][CH2:30][C:29]3[N:28]=[CH:27][C:26]([C:32]([F:35])([F:34])[F:33])=[CH:25][C:24]=3[CH2:23]2)=[O:21])[CH2:9]1.